From a dataset of Reaction yield outcomes from USPTO patents with 853,638 reactions. Predict the reaction yield, written as a fraction of the theoretical maximum amount of product (1.0 means a 100% yield; for example, 0.34 means a 34% yield). (1) The reactants are Cl[C:2]1[S:3][C:4]([C:7]#[N:8])=[CH:5][N:6]=1.[NH2:9][C:10]1[CH:11]=[C:12]([OH:16])[CH:13]=[CH:14][CH:15]=1.C([O-])([O-])=O.[K+].[K+].O. The catalyst is CN(C)C=O. The product is [NH2:9][C:10]1[CH:11]=[C:12]([CH:13]=[CH:14][CH:15]=1)[O:16][C:2]1[S:3][C:4]([C:7]#[N:8])=[CH:5][N:6]=1. The yield is 1.00. (2) The reactants are Br[C:2]1[CH:3]=[CH:4][C:5]2[C:11]3[S:12][C:13]([C:15]([N:17]([C:19]4[CH:24]=[C:23]([C:25](=[O:31])[NH:26][CH2:27][C@@H:28]([OH:30])[CH3:29])[CH:22]=[CH:21][C:20]=4[Cl:32])[CH3:18])=[O:16])=[CH:14][C:10]=3[CH2:9][CH2:8][O:7][C:6]=2[CH:33]=1.CC1(C)C2C(=C(P(C3C=CC=CC=3)C3C=CC=CC=3)C=CC=2)[O:55][C:37]2C(P(C3C=CC=CC=3)C3C=CC=CC=3)=CC=CC1=2.[CH3:76][S:77]([CH2:80][CH2:81][NH2:82])(=[O:79])=[O:78].Cl.C([O-])([O-])=O.[Na+].[Na+]. The catalyst is C1(C)C=CC=CC=1.CN(C=O)C.CC([O-])=O.CC([O-])=O.[Pd+2]. The product is [Cl:32][C:20]1[CH:21]=[CH:22][C:23]([C:25](=[O:31])[NH:26][CH2:27][C@@H:28]([OH:30])[CH3:29])=[CH:24][C:19]=1[N:17]([CH3:18])[C:15]([C:13]1[S:12][C:11]2[C:5]3[CH:4]=[CH:3][C:2]([C:37]([NH:82][CH2:81][CH2:80][S:77]([CH3:76])(=[O:79])=[O:78])=[O:55])=[CH:33][C:6]=3[O:7][CH2:8][CH2:9][C:10]=2[CH:14]=1)=[O:16]. The yield is 0.420. (3) The reactants are [Cl:1][CH2:2][C:3](Cl)=[O:4].[Cl:6][C:7]1[CH:12]=[C:11]([C:13]([F:16])([F:15])[F:14])[CH:10]=[C:9]([Cl:17])[C:8]=1[NH:18][NH2:19].[OH-].[Na+]. The catalyst is ClCCl. The product is [Cl:6][C:7]1[CH:12]=[C:11]([C:13]([F:15])([F:14])[F:16])[CH:10]=[C:9]([Cl:17])[C:8]=1[NH:18][NH:19][C:3](=[O:4])[CH2:2][Cl:1]. The yield is 0.910.